Predict the product of the given reaction. From a dataset of Forward reaction prediction with 1.9M reactions from USPTO patents (1976-2016). (1) Given the reactants [Cl:1][C:2]1[C:3]([CH3:9])=[C:4]([OH:8])[CH:5]=[CH:6][CH:7]=1.[H-].[Na+].Cl[C:13]1[N:18]=[C:17]([O:19][C:20]2[C:25]([CH3:26])=[CH:24][C:23]([NH2:27])=[C:22]([CH3:28])[CH:21]=2)[CH:16]=[CH:15][N:14]=1.O, predict the reaction product. The product is: [Cl:1][C:2]1[C:3]([CH3:9])=[C:4]([CH:5]=[CH:6][CH:7]=1)[O:8][C:13]1[N:18]=[C:17]([O:19][C:20]2[C:25]([CH3:26])=[CH:24][C:23]([NH2:27])=[C:22]([CH3:28])[CH:21]=2)[CH:16]=[CH:15][N:14]=1. (2) Given the reactants [CH3:1][N:2]1[C:7]([CH3:9])([CH3:8])[CH2:6][CH:5]([C:10]2[CH:15]=[CH:14][C:13]([OH:16])=[CH:12][CH:11]=2)[CH2:4][C:3]1([CH3:18])[CH3:17].[CH2:19]([CH:21]1[O:23][CH2:22]1)Cl, predict the reaction product. The product is: [CH3:1][N:2]1[C:7]([CH3:9])([CH3:8])[CH2:6][CH:5]([C:10]2[CH:11]=[CH:12][C:13]([O:16][CH2:19][CH:21]3[CH2:22][O:23]3)=[CH:14][CH:15]=2)[CH2:4][C:3]1([CH3:18])[CH3:17]. (3) Given the reactants Br[C:2]1[CH:3]=[C:4]2[C:9](=[C:10]([F:12])[CH:11]=1)[N:8]([CH2:13][CH3:14])[C:7](=[O:15])[N:6]([CH2:16][CH3:17])[C:5]2=[O:18].[C:19](=[NH:32])([C:26]1[CH:31]=[CH:30][CH:29]=[CH:28][CH:27]=1)[C:20]1[CH:25]=[CH:24][CH:23]=[CH:22][CH:21]=1.CC(C1C=C(C(C)C)C(C2C=CC=CC=2P(C2CCCCC2)C2CCCCC2)=C(C(C)C)C=1)C.C(=O)([O-])[O-].[Cs+].[Cs+], predict the reaction product. The product is: [C:19](=[N:32][C:2]1[CH:3]=[C:4]2[C:9](=[C:10]([F:12])[CH:11]=1)[N:8]([CH2:13][CH3:14])[C:7](=[O:15])[N:6]([CH2:16][CH3:17])[C:5]2=[O:18])([C:26]1[CH:27]=[CH:28][CH:29]=[CH:30][CH:31]=1)[C:20]1[CH:25]=[CH:24][CH:23]=[CH:22][CH:21]=1.